This data is from Catalyst prediction with 721,799 reactions and 888 catalyst types from USPTO. The task is: Predict which catalyst facilitates the given reaction. (1) Reactant: [OH:1][CH2:2][C@@H:3]1[O:7][C:6](=[O:8])[N:5]([C:9]2[CH:14]=[C:13]([Br:15])[CH:12]=[CH:11][N:10]=2)[CH2:4]1.O[C:17]1[CH:21]=[CH:20][O:19][N:18]=1.C1(P(C2C=CC=CC=2)C2C=CC=CC=2)C=CC=CC=1.N(C(OC(C)C)=O)=NC(OC(C)C)=O. Product: [O:19]1[CH:20]=[CH:21][C:17]([O:1][CH2:2][C@@H:3]2[O:7][C:6](=[O:8])[N:5]([C:9]3[CH:14]=[C:13]([Br:15])[CH:12]=[CH:11][N:10]=3)[CH2:4]2)=[N:18]1. The catalyst class is: 1. (2) Reactant: [CH2:1]([O:3][C:4]([C:6]1[N:7]=[C:8]([N:11]2[CH2:15][CH2:14][C@@H:13]([OH:16])[CH2:12]2)[S:9][CH:10]=1)=[O:5])[CH3:2].[CH3:17][S:18](Cl)(=[O:20])=[O:19].C(N(CC)CC)C.C(O)C. The catalyst class is: 2. Product: [CH2:1]([O:3][C:4]([C:6]1[N:7]=[C:8]([N:11]2[CH2:15][CH2:14][C@@H:13]([O:16][S:18]([CH3:17])(=[O:20])=[O:19])[CH2:12]2)[S:9][CH:10]=1)=[O:5])[CH3:2]. (3) Reactant: Br[C:2]1[CH:3]=[C:4]([O:11]C)[C:5]([O:9]C)=[N:6][C:7]=1Br.[C:13]([C:17]1[CH:18]=[C:19](B(O)O)[CH:20]=[CH:21][CH:22]=1)([O:15]C)=[O:14].[C:26]([O-:29])([O-])=[O:27].[K+].[K+]. Product: [OH:11][C:4]1[C:5](=[O:9])[NH:6][C:7]([C:21]2[CH:22]=[C:17]([CH:18]=[CH:19][CH:20]=2)[C:13]([OH:15])=[O:14])=[C:2]([C:17]2[CH:22]=[C:21]([CH:20]=[CH:19][CH:18]=2)[C:26]([OH:29])=[O:27])[CH:3]=1. The catalyst class is: 70. (4) Reactant: [OH:1][CH2:2][CH2:3][CH:4]([NH:15]C(=O)OC(C)(C)C)[C:5]1[CH:10]=[CH:9][CH:8]=[C:7]([C:11]([F:14])([F:13])[F:12])[CH:6]=1.ClS([N:27]=[C:28]=[O:29])(=O)=O.O.C(=O)([O-])O.[Na+]. Product: [C:28](=[O:29])([O:1][CH2:2][CH2:3][CH:4]([NH2:15])[C:5]1[CH:10]=[CH:9][CH:8]=[C:7]([C:11]([F:12])([F:13])[F:14])[CH:6]=1)[NH2:27]. The catalyst class is: 10. (5) Reactant: [CH3:1][N:2]1[CH2:7][CH2:6][NH:5][CH2:4][CH2:3]1.C(=O)([O-])[O-].[K+].[K+].Br[CH2:15][C:16]1[CH:25]=[CH:24][C:19]([C:20]([O:22][CH3:23])=[O:21])=[CH:18][CH:17]=1. Product: [CH3:1][N:2]1[CH2:7][CH2:6][N:5]([CH2:15][C:16]2[CH:25]=[CH:24][C:19]([C:20]([O:22][CH3:23])=[O:21])=[CH:18][CH:17]=2)[CH2:4][CH2:3]1. The catalyst class is: 9. (6) The catalyst class is: 31. Product: [Br:37][C:38]1[CH:47]=[CH:46][CH:45]=[C:44]2[C:39]=1[CH:40]=[CH:41][C:42]([O:50][CH3:51])=[C:43]2[CH2:48][N:11]1[C:10](=[O:12])[C@@H:9]([NH:13][C:14](=[O:26])[C@@H:15]([N:17]([CH3:25])[C:18](=[O:24])[O:19][C:20]([CH3:21])([CH3:23])[CH3:22])[CH3:16])[C@H:8]([CH3:27])[N:7]([C:28](=[O:34])[CH2:29][S:30]([CH3:33])(=[O:32])=[O:31])[C:6]2[CH:35]=[CH:36][C:3]([C:1]#[N:2])=[CH:4][C:5]1=2. Reactant: [C:1]([C:3]1[CH:36]=[CH:35][C:6]2[N:7]([C:28](=[O:34])[CH2:29][S:30]([CH3:33])(=[O:32])=[O:31])[C@@H:8]([CH3:27])[C@H:9]([NH:13][C:14](=[O:26])[C@@H:15]([N:17]([CH3:25])[C:18](=[O:24])[O:19][C:20]([CH3:23])([CH3:22])[CH3:21])[CH3:16])[C:10](=[O:12])[NH:11][C:5]=2[CH:4]=1)#[N:2].[Br:37][C:38]1[CH:47]=[CH:46][CH:45]=[C:44]2[C:39]=1[CH:40]=[CH:41][C:42]([O:50][CH3:51])=[C:43]2[CH2:48]Cl.C(=O)([O-])[O-].[Cs+].[Cs+].[I-].[Na+]. (7) Reactant: ON=[C:3]([C:11](=O)[CH3:12])[C:4]([O:6][C:7](C)(C)C)=[O:5].FC1C=[C:17]2[C:21](=CC=1)N[C:19](=[O:24])[CH2:18]2.[CH3:25]C1C=CC2C=CC3C=CC(C)=NC=3C=2N=1.O.O(C(C)(C)C)[Na]. Product: [C:19]([C:18]1[CH:17]=[CH:21][C:3]([C:4]([O:6][CH3:7])=[O:5])=[CH:11][CH:12]=1)(=[O:24])[CH3:25]. The catalyst class is: 122. (8) Reactant: [F:1][C:2]1([C:18]2[CH:23]=[CH:22][C:21]([CH:24]=[O:25])=[C:20]([O:26]COC)[CH:19]=2)[CH2:7][CH2:6][N:5]([C:8]([O:10][CH2:11][C:12]2[CH:17]=[CH:16][CH:15]=[CH:14][CH:13]=2)=[O:9])[CH2:4][CH2:3]1.Cl. Product: [F:1][C:2]1([C:18]2[CH:23]=[CH:22][C:21]([CH:24]=[O:25])=[C:20]([OH:26])[CH:19]=2)[CH2:7][CH2:6][N:5]([C:8]([O:10][CH2:11][C:12]2[CH:13]=[CH:14][CH:15]=[CH:16][CH:17]=2)=[O:9])[CH2:4][CH2:3]1. The catalyst class is: 40.